Task: Predict the reactants needed to synthesize the given product.. Dataset: Full USPTO retrosynthesis dataset with 1.9M reactions from patents (1976-2016) (1) The reactants are: [Si:1]([O:8][C@H:9]1[CH:14](O)[N:13]([CH2:16][C:17]2[CH:22]=[CH:21][C:20]([O:23][CH3:24])=[CH:19][CH:18]=2)[C:12](=[O:25])[CH2:11][CH2:10]1)([C:4]([CH3:7])([CH3:6])[CH3:5])([CH3:3])[CH3:2].C([SiH](CC)CC)C. Given the product [Si:1]([O:8][C@H:9]1[CH2:14][N:13]([CH2:16][C:17]2[CH:22]=[CH:21][C:20]([O:23][CH3:24])=[CH:19][CH:18]=2)[C:12](=[O:25])[CH2:11][CH2:10]1)([C:4]([CH3:7])([CH3:6])[CH3:5])([CH3:3])[CH3:2], predict the reactants needed to synthesize it. (2) Given the product [CH2:1]([O:3][C:4](=[O:30])[C:5]([CH3:29])([O:22][C:23]1[CH:28]=[CH:27][CH:26]=[CH:25][CH:24]=1)[CH2:6][C:7]1[CH:12]=[CH:11][C:10]([O:13][C:14]2[CH:19]=[C:18]([N:31]3[CH2:36][CH2:35][NH:34][CH2:33][CH2:32]3)[N:17]=[C:16]([NH2:21])[N:15]=2)=[CH:9][CH:8]=1)[CH3:2], predict the reactants needed to synthesize it. The reactants are: [CH2:1]([O:3][C:4](=[O:30])[C:5]([CH3:29])([O:22][C:23]1[CH:28]=[CH:27][CH:26]=[CH:25][CH:24]=1)[CH2:6][C:7]1[CH:12]=[CH:11][C:10]([O:13][C:14]2[CH:19]=[C:18](Cl)[N:17]=[C:16]([NH2:21])[N:15]=2)=[CH:9][CH:8]=1)[CH3:2].[NH:31]1[CH2:36][CH2:35][NH:34][CH2:33][CH2:32]1. (3) Given the product [I:6][C:7]1[CH:8]=[CH:9][C:10]([CH2:13][C:14]([O:16][CH2:22][CH3:23])=[O:15])=[CH:11][CH:12]=1, predict the reactants needed to synthesize it. The reactants are: S(=O)(=O)(O)O.[I:6][C:7]1[CH:12]=[CH:11][C:10]([CH2:13][C:14]([OH:16])=[O:15])=[CH:9][CH:8]=1.C(=O)(O)[O-].[Na+].[CH2:22](O)[CH3:23]. (4) Given the product [C:32]([C:31]([C:27]1[CH:26]=[C:25]([NH:24][C:6](=[O:8])[C:5]2[CH:9]=[CH:10][C:2]([CH3:1])=[C:3]([NH:11][C:12]3[CH:13]=[C:14]4[C:19](=[CH:20][CH:21]=3)[N:18]=[CH:17][N:16]([CH3:22])[C:15]4=[O:23])[CH:4]=2)[CH:30]=[CH:29][CH:28]=1)([CH3:35])[CH3:34])#[N:33], predict the reactants needed to synthesize it. The reactants are: [CH3:1][C:2]1[CH:10]=[CH:9][C:5]([C:6]([OH:8])=O)=[CH:4][C:3]=1[NH:11][C:12]1[CH:13]=[C:14]2[C:19](=[CH:20][CH:21]=1)[N:18]=[CH:17][N:16]([CH3:22])[C:15]2=[O:23].[NH2:24][C:25]1[CH:26]=[C:27]([C:31]([CH3:35])([CH3:34])[C:32]#[N:33])[CH:28]=[CH:29][CH:30]=1.CN(C(ON1N=NC2C=CC=NC1=2)=[N+](C)C)C.F[P-](F)(F)(F)(F)F.C(N(C(C)C)CC)(C)C.